This data is from CYP3A4 substrate classification data from Carbon-Mangels et al.. The task is: Regression/Classification. Given a drug SMILES string, predict its absorption, distribution, metabolism, or excretion properties. Task type varies by dataset: regression for continuous measurements (e.g., permeability, clearance, half-life) or binary classification for categorical outcomes (e.g., BBB penetration, CYP inhibition). Dataset: cyp3a4_substrate_carbonmangels. The drug is CCN(CC)CCC[C@@H](C)Nc1c2ccc(Cl)cc2nc2ccc(OC)cc12. The result is 0 (non-substrate).